This data is from Reaction yield outcomes from USPTO patents with 853,638 reactions. The task is: Predict the reaction yield, written as a fraction of the theoretical maximum amount of product (1.0 means a 100% yield; for example, 0.34 means a 34% yield). (1) The reactants are [NH:1]([C:5]1[CH:10]=[CH:9][C:8]([OH:11])=[CH:7][CH:6]=1)C(C)=O.[OH-].[K+].O=[Si]=O.[C:17](=[O:19])=[O:18]. No catalyst specified. The product is [NH2:1][C:5]1[CH:6]=[C:7]([C:17]([OH:19])=[O:18])[C:8]([OH:11])=[CH:9][CH:10]=1. The yield is 0.900. (2) The reactants are Cl[C:2]1[N:11]([CH3:12])[C:10](=[O:13])[C:9]2[C:4](=[CH:5][CH:6]=[C:7]([C:14]([O:16][CH3:17])=[O:15])[CH:8]=2)[N:3]=1.C(N(CC)C(C)C)(C)C.[Cl:27][C:28]1[CH:33]=[CH:32][C:31]([CH2:34][CH2:35][NH2:36])=[CH:30][CH:29]=1. The catalyst is C(O)(C)C. The product is [Cl:27][C:28]1[CH:33]=[CH:32][C:31]([CH2:34][CH2:35][NH:36][C:2]2[N:11]([CH3:12])[C:10](=[O:13])[C:9]3[C:4](=[CH:5][CH:6]=[C:7]([C:14]([O:16][CH3:17])=[O:15])[CH:8]=3)[N:3]=2)=[CH:30][CH:29]=1. The yield is 0.940. (3) The product is [F:41][C:36]1[CH:37]=[C:38]([F:40])[CH:39]=[C:34]([F:33])[C:35]=1[NH:42][C:43](=[O:71])[NH:44][C:45]1[CH:50]=[CH:49][C:48]([C:51]2[S:55][C:54]([CH:56]3[CH2:61][CH2:60][N:59]([CH:62]([CH3:70])[C:63]([OH:65])=[O:64])[CH2:58][CH2:57]3)=[N:53][CH:52]=2)=[CH:47][CH:46]=1. The reactants are FC1C=CC=CC=1NC(=O)NC1C=CC(C2SC(C3CCC(CC(O)=O)CC3)=NC=2)=CC=1.[F:33][C:34]1[CH:39]=[C:38]([F:40])[CH:37]=[C:36]([F:41])[C:35]=1[NH:42][C:43](=[O:71])[NH:44][C:45]1[CH:50]=[CH:49][C:48]([C:51]2[S:55][C:54]([CH:56]3[CH2:61][CH2:60][N:59]([CH:62]([CH3:70])[C:63]([O:65]C(C)(C)C)=[O:64])[CH2:58][CH2:57]3)=[N:53][CH:52]=2)=[CH:47][CH:46]=1.FC(F)(F)C(O)=O. The yield is 0.940. No catalyst specified. (4) The reactants are [CH3:1][O:2][C:3]1[CH:8]=[CH:7][C:6]([CH:9]=[CH:10][CH2:11][CH2:12][CH2:13][CH2:14][CH2:15][O:16][C:17]2[CH:22]=[CH:21][CH:20]=[CH:19][CH:18]=2)=[CH:5][CH:4]=1. The catalyst is CCOC(C)=O.[Pd]. The product is [CH3:1][O:2][C:3]1[CH:8]=[CH:7][C:6]([CH2:9][CH2:10][CH2:11][CH2:12][CH2:13][CH2:14][CH2:15][O:16][C:17]2[CH:18]=[CH:19][CH:20]=[CH:21][CH:22]=2)=[CH:5][CH:4]=1. The yield is 0.950. (5) The reactants are [NH:1]([C:34]([O:36][CH2:37][C:38]1[CH:43]=[CH:42][CH:41]=[CH:40][CH:39]=1)=[O:35])[C@H:2]([C:6]([N:8]1[CH2:33][CH2:32][CH2:31][C@H:9]1[C:10]([NH:12][C@H:13]([C:17]([N:19]1[CH2:30][CH2:29][CH2:28][C@H:20]1[C:21]([O:23]C(C)(C)C)=[O:22])=[O:18])[CH:14]([CH3:16])[CH3:15])=[O:11])=[O:7])[CH:3]([CH3:5])[CH3:4].FC(F)(F)C(O)=O. The catalyst is ClCCl. The product is [NH:1]([C:34]([O:36][CH2:37][C:38]1[CH:39]=[CH:40][CH:41]=[CH:42][CH:43]=1)=[O:35])[C@H:2]([C:6]([N:8]1[CH2:33][CH2:32][CH2:31][C@H:9]1[C:10]([NH:12][C@H:13]([C:17]([N:19]1[CH2:30][CH2:29][CH2:28][C@H:20]1[C:21]([OH:23])=[O:22])=[O:18])[CH:14]([CH3:16])[CH3:15])=[O:11])=[O:7])[CH:3]([CH3:4])[CH3:5]. The yield is 0.840.